Task: Predict the product of the given reaction.. Dataset: Forward reaction prediction with 1.9M reactions from USPTO patents (1976-2016) Given the reactants [C:1]([Si:5]([CH3:25])([CH3:24])[O:6][CH2:7][CH2:8][N:9]1[CH2:14][CH2:13][N:12]([C:15]2[CH:16]=[C:17]3[C:21](=[CH:22][CH:23]=2)[NH:20][CH:19]=[CH:18]3)[CH2:11][CH2:10]1)([CH3:4])([CH3:3])[CH3:2].[CH3:26][C:27]([O:30][C:31](O[C:31]([O:30][C:27]([CH3:29])([CH3:28])[CH3:26])=[O:32])=[O:32])([CH3:29])[CH3:28], predict the reaction product. The product is: [C:27]([O:30][C:31]([N:20]1[C:21]2[C:17](=[CH:16][C:15]([N:12]3[CH2:13][CH2:14][N:9]([CH2:8][CH2:7][O:6][Si:5]([C:1]([CH3:4])([CH3:3])[CH3:2])([CH3:25])[CH3:24])[CH2:10][CH2:11]3)=[CH:23][CH:22]=2)[CH:18]=[CH:19]1)=[O:32])([CH3:29])([CH3:28])[CH3:26].